This data is from Full USPTO retrosynthesis dataset with 1.9M reactions from patents (1976-2016). The task is: Predict the reactants needed to synthesize the given product. (1) Given the product [CH:11]1([C:10]2[C:9]3[C:4](=[CH:5][C:6]([C:17]([O:19][CH3:20])=[O:18])=[CH:7][CH:8]=3)[N:3]([CH2:21][CH:22]([O:25][CH3:26])[O:23][CH3:24])[C:2]=2[C:30]2[CH:31]=[CH:32][CH:33]=[CH:34][C:29]=2[CH:27]=[O:28])[CH2:16][CH2:15][CH2:14][CH2:13][CH2:12]1, predict the reactants needed to synthesize it. The reactants are: Br[C:2]1[N:3]([CH2:21][CH:22]([O:25][CH3:26])[O:23][CH3:24])[C:4]2[C:9]([C:10]=1[CH:11]1[CH2:16][CH2:15][CH2:14][CH2:13][CH2:12]1)=[CH:8][CH:7]=[C:6]([C:17]([O:19][CH3:20])=[O:18])[CH:5]=2.[CH:27]([C:29]1[CH:34]=[CH:33][CH:32]=[CH:31][C:30]=1B(O)O)=[O:28]. (2) Given the product [Br:9][C:4]1[CH:3]=[C:2]([CH:24]([C:25]2[CH:30]=[CH:29][CH:28]=[CH:27][CH:26]=2)[OH:31])[CH:7]=[C:6]([Br:8])[CH:5]=1, predict the reactants needed to synthesize it. The reactants are: Br[C:2]1[CH:7]=[C:6]([Br:8])[CH:5]=[C:4]([Br:9])[CH:3]=1.[Li]CCCC.BrC1C(Br)=C(Br)C=CC=1.[CH:24](=[O:31])[C:25]1[CH:30]=[CH:29][CH:28]=[CH:27][CH:26]=1.Cl.